From a dataset of Full USPTO retrosynthesis dataset with 1.9M reactions from patents (1976-2016). Predict the reactants needed to synthesize the given product. (1) Given the product [Br:1][C:2]1[CH:3]=[CH:4][C:5]2[N:6]([CH:8]=[C:9]([NH:11][C:12]([NH:14][CH2:15][CH2:16][C:17]3[N:18]=[N:19][N:20]([CH2:22][CH3:23])[N:21]=3)=[O:13])[N:10]=2)[CH:7]=1, predict the reactants needed to synthesize it. The reactants are: [Br:1][C:2]1[CH:3]=[CH:4][C:5]2[N:6]([CH:8]=[C:9]([NH:11][C:12]([NH:14][CH2:15][CH2:16][C:17]3[N:18]=[N:19][N:20]([CH:22](C)[CH3:23])[N:21]=3)=[O:13])[N:10]=2)[CH:7]=1.Cl.C(N1N=NC(CCN)=N1)(C)C.C(N1N=NC(CCN)=N1)C. (2) Given the product [F:1][C:2]1[CH:3]=[CH:4][C:5]([C:8]2[NH:12][C:11]3[CH:13]=[CH:14][C:15]([C:17]4[NH:18][C:29](=[O:30])[O:20][N:19]=4)=[CH:16][C:10]=3[N:9]=2)=[CH:6][CH:7]=1, predict the reactants needed to synthesize it. The reactants are: [F:1][C:2]1[CH:7]=[CH:6][C:5]([C:8]2[NH:12][C:11]3[CH:13]=[CH:14][C:15]([C:17]([NH:19][OH:20])=[NH:18])=[CH:16][C:10]=3[N:9]=2)=[CH:4][CH:3]=1.C(N(CC)CC)C.Cl[C:29](OCC)=[O:30].